This data is from Forward reaction prediction with 1.9M reactions from USPTO patents (1976-2016). The task is: Predict the product of the given reaction. (1) Given the reactants [N:1]1[N:2]([C:6]2[CH:14]=[CH:13][C:12]([CH3:15])=[CH:11][C:7]=2[C:8](O)=[O:9])[N:3]=[CH:4][CH:5]=1.C(Cl)(=O)C([Cl:19])=O.CN(C=O)C, predict the reaction product. The product is: [CH3:15][C:12]1[CH:13]=[CH:14][C:6]([N:2]2[N:3]=[CH:4][CH:5]=[N:1]2)=[C:7]([CH:11]=1)[C:8]([Cl:19])=[O:9]. (2) Given the reactants Cl[C:2]1[N:7]=[C:6]([NH:8][C:9]2[CH:10]=[N:11][CH:12]=[N:13][CH:14]=2)[C:5]([N+:15]([O-:17])=[O:16])=[C:4]([N:18]2[CH2:23][CH2:22][O:21][CH2:20][CH2:19]2)[N:3]=1.[F:24][CH:25]([F:37])[C:26]1[NH:30][C:29]2[CH:31]=[CH:32][CH:33]=[C:34]([O:35][CH3:36])[C:28]=2[N:27]=1.C([O-])([O-])=O.[K+].[K+].C(Cl)Cl.CCOC(C)=O, predict the reaction product. The product is: [F:37][CH:25]([F:24])[CH:26]1[N:27]([C:2]2[N:7]=[C:6]([NH:8][C:9]3[CH:10]=[N:11][CH:12]=[N:13][CH:14]=3)[C:5]([N+:15]([O-:17])=[O:16])=[C:4]([N:18]3[CH2:23][CH2:22][O:21][CH2:20][CH2:19]3)[N:3]=2)[C:28]2[C:34]([O:35][CH3:36])=[CH:33][CH:32]=[CH:31][C:29]=2[NH:30]1. (3) Given the reactants C[O:2][C:3](=[O:42])[C:4]1[CH:9]=[CH:8][C:7]([C:10]2[N:33]([CH2:34][O:35][CH2:36][CH2:37][Si:38]([CH3:41])([CH3:40])[CH3:39])[C:13]3[N:14]=[CH:15][N:16]=[C:17]([C:18]4[CH:23]=[CH:22][C:21]([O:24][CH:25]5[CH2:30][CH2:29][O:28][CH2:27][CH2:26]5)=[C:20]([C:31]#[N:32])[CH:19]=4)[C:12]=3[CH:11]=2)=[CH:6][CH:5]=1.[C:31]([C:20]1[CH:19]=[C:18]([C:17]2[C:12]3[CH:11]=[C:10]([C:7]4[CH:6]=[CH:5][C:4]([C:3]([OH:2])=[O:42])=[CH:9][CH:8]=4)[N:33]([CH2:34][O:35][CH2:36][CH2:37][Si:38]([CH3:39])([CH3:41])[CH3:40])[C:13]=3[N:14]=[CH:15][N:16]=2)[CH:23]=[CH:22][C:21]=1[O:24][CH:25]1[CH2:30][CH2:29][O:28][CH2:27][CH2:26]1)#[N:32].CO.[OH-].[Li+], predict the reaction product. The product is: [C:31]([C:20]1[CH:19]=[C:18]([C:17]2[C:12]3[CH:11]=[C:10]([C:7]4[CH:8]=[CH:9][C:4]([C:3]([OH:42])=[O:2])=[CH:5][CH:6]=4)[N:33]([CH2:34][O:35][CH2:36][CH2:37][Si:38]([CH3:41])([CH3:40])[CH3:39])[C:13]=3[N:14]=[CH:15][N:16]=2)[CH:23]=[CH:22][C:21]=1[O:24][CH:25]1[CH2:26][CH2:27][O:28][CH2:29][CH2:30]1)#[N:32]. (4) Given the reactants C([O:8][C:9]([C:11]1([N:16]([CH:34]=[CH:35][C:36]([O:38][CH2:39][CH3:40])=[O:37])[S:17]([C:20]2[CH:25]=[CH:24][C:23]([O:26][C:27]3[CH:32]=[CH:31][C:30]([F:33])=[CH:29][CH:28]=3)=[CH:22][CH:21]=2)(=[O:19])=[O:18])[CH2:15][CH2:14][CH2:13][CH2:12]1)=[O:10])C1C=CC=CC=1.[H][H], predict the reaction product. The product is: [CH2:39]([O:38][C:36]([CH2:35][CH2:34][N:16]([S:17]([C:20]1[CH:21]=[CH:22][C:23]([O:26][C:27]2[CH:28]=[CH:29][C:30]([F:33])=[CH:31][CH:32]=2)=[CH:24][CH:25]=1)(=[O:19])=[O:18])[C:11]1([C:9]([OH:10])=[O:8])[CH2:15][CH2:14][CH2:13][CH2:12]1)=[O:37])[CH3:40]. (5) Given the reactants [CH:1]([C:4]1[N:5]=[C:6]([CH2:9][CH2:10][C:11]2[CH:37]=[CH:36][N:14]3[C:15](=[O:35])[C:16](/[CH:26]=[CH:27]/[C:28]([O:30]C(C)(C)C)=[O:29])=[C:17]([O:19][CH2:20][CH:21]4[CH2:25][CH2:24][O:23][CH2:22]4)[N:18]=[C:13]3[CH:12]=2)[S:7][CH:8]=1)([CH3:3])[CH3:2], predict the reaction product. The product is: [CH:1]([C:4]1[N:5]=[C:6]([CH2:9][CH2:10][C:11]2[CH:37]=[CH:36][N:14]3[C:15](=[O:35])[C:16](/[CH:26]=[CH:27]/[C:28]([OH:30])=[O:29])=[C:17]([O:19][CH2:20][CH:21]4[CH2:25][CH2:24][O:23][CH2:22]4)[N:18]=[C:13]3[CH:12]=2)[S:7][CH:8]=1)([CH3:3])[CH3:2]. (6) Given the reactants [C:1]([C:4]1[CH:5]=[CH:6][C:7]([Cl:33])=[C:8]([C:10]2[CH:15]=[CH:14][CH:13]=[C:12]([NH:16][C:17]([C@@H:19]3[CH2:23][C@@H:22]([F:24])[CH2:21][N:20]3C(OC(C)(C)C)=O)=[O:18])[C:11]=2[F:32])[CH:9]=1)(=[O:3])[CH3:2].[C:34]([OH:40])([C:36]([F:39])([F:38])[F:37])=[O:35], predict the reaction product. The product is: [OH:40][C:34]([C:36]([F:39])([F:38])[F:37])=[O:35].[C:1]([C:4]1[CH:5]=[CH:6][C:7]([Cl:33])=[C:8]([C:10]2[CH:15]=[CH:14][CH:13]=[C:12]([NH:16][C:17]([C@@H:19]3[CH2:23][C@@H:22]([F:24])[CH2:21][NH:20]3)=[O:18])[C:11]=2[F:32])[CH:9]=1)(=[O:3])[CH3:2]. (7) Given the reactants FC1C=CC([CH2:6][N:7]2C3C=NC(C(O)=O)=CC=3N=C2)=CC=1.[F:21][C:22]1[CH:41]=[CH:40][C:25]([CH2:26][N:27]2[C:31]3[CH:32]=NC=[CH:35][C:30]=3[N:29]=[C:28]2[C:36]([O:38][CH3:39])=[O:37])=[CH:24][CH:23]=1, predict the reaction product. The product is: [F:21][C:22]1[CH:23]=[CH:24][C:25]([CH2:26][N:27]2[C:31]3[CH:32]=[CH:6][N:7]=[CH:35][C:30]=3[N:29]=[C:28]2[C:36]([O:38][CH3:39])=[O:37])=[CH:40][CH:41]=1. (8) Given the reactants [H-].[Na+].FC(F)(F)C1C=CNN=1.[CH3:12][C:13]1[NH:17][N:16]=[C:15]([C:18]([F:21])([F:20])[F:19])[CH:14]=1.[Br:22][C:23]1[C:24](S(C)(=O)=O)=[N:25][C:26]([NH:29][C:30]2[CH:35]=[C:34]([S:36]([CH3:39])(=[O:38])=[O:37])[CH:33]=[C:32]([O:40][CH3:41])[CH:31]=2)=[N:27][CH:28]=1, predict the reaction product. The product is: [Br:22][C:23]1[C:24]([N:17]2[C:13]([CH3:12])=[CH:14][C:15]([C:18]([F:21])([F:20])[F:19])=[N:16]2)=[N:25][C:26]([NH:29][C:30]2[CH:35]=[C:34]([S:36]([CH3:39])(=[O:38])=[O:37])[CH:33]=[C:32]([O:40][CH3:41])[CH:31]=2)=[N:27][CH:28]=1.